The task is: Predict the reactants needed to synthesize the given product.. This data is from Full USPTO retrosynthesis dataset with 1.9M reactions from patents (1976-2016). (1) Given the product [C:1]([O:5][C:6](=[O:20])[N:7]([C@@H:9]([CH2:13][C:14]1[CH:19]=[CH:18][CH:17]=[CH:16][CH:15]=1)[CH2:10][CH2:11][NH2:12])[CH3:8])([CH3:4])([CH3:2])[CH3:3], predict the reactants needed to synthesize it. The reactants are: [C:1]([O:5][C:6](=[O:20])[N:7]([C@@H:9]([CH2:13][C:14]1[CH:19]=[CH:18][CH:17]=[CH:16][CH:15]=1)[CH2:10][C:11]#[N:12])[CH3:8])([CH3:4])([CH3:3])[CH3:2]. (2) Given the product [N:1]1([C:6]2[CH:7]=[CH:8][C:9]([NH:10][C:20]3[C:25]([CH3:26])=[C:24]([NH:27][CH:35]4[CH2:36][CH2:37]4)[N:23]4[N:38]=[CH:39][C:40]([CH:41]=[O:42])=[C:22]4[N:21]=3)=[CH:11][CH:12]=2)[CH:5]=[CH:4][CH:3]=[N:2]1, predict the reactants needed to synthesize it. The reactants are: [N:1]1([C:6]2[CH:12]=[CH:11][C:9]([NH2:10])=[CH:8][CH:7]=2)[CH:5]=[CH:4][CH:3]=[N:2]1.C([O-])([O-])=O.[Cs+].[Cs+].Cl[C:20]1[C:25]([CH3:26])=[C:24]([N:27]([CH:35]2[CH2:37][CH2:36]2)C(=O)OC(C)(C)C)[N:23]2[N:38]=[CH:39][C:40]([CH:41]=[O:42])=[C:22]2[N:21]=1.CCOCC. (3) Given the product [ClH:1].[Cl:1][C:2]1[C:3]([O:19][CH3:20])=[C:4]([N:8]2[C:12]([CH2:13][NH2:14])=[CH:11][C:10]([C:15]([F:17])([F:18])[F:16])=[N:9]2)[CH:5]=[CH:6][CH:7]=1, predict the reactants needed to synthesize it. The reactants are: [Cl:1][C:2]1[C:3]([O:19][CH3:20])=[C:4]([N:8]2[C:12]([C:13]#[N:14])=[CH:11][C:10]([C:15]([F:18])([F:17])[F:16])=[N:9]2)[CH:5]=[CH:6][CH:7]=1.CCOCC.Cl.C(Cl)(Cl)Cl.CO. (4) Given the product [Cl:12][C:13]1[CH:14]=[C:15]([C:16]([N:7]2[C:6]3[CH:5]=[CH:4][CH:3]=[C:2]([CH3:1])[C:11]=3[O:10][CH2:9][CH2:8]2)=[O:17])[CH:19]=[C:20]([Cl:23])[C:21]=1[OH:22], predict the reactants needed to synthesize it. The reactants are: [CH3:1][C:2]1[C:11]2[O:10][CH2:9][CH2:8][NH:7][C:6]=2[CH:5]=[CH:4][CH:3]=1.[Cl:12][C:13]1[CH:14]=[C:15]([CH:19]=[C:20]([Cl:23])[C:21]=1[OH:22])[C:16](Cl)=[O:17]. (5) Given the product [Si:3]([O:10][C@@H:11]1[C:15](=[CH2:29])[N:14]([C:17]([O:19][C:20]([CH3:23])([CH3:22])[CH3:21])=[O:18])[C@H:13]([C:24]([O:26][CH3:27])=[O:25])[CH2:12]1)([C:6]([CH3:7])([CH3:8])[CH3:9])([CH3:5])[CH3:4], predict the reactants needed to synthesize it. The reactants are: C[Li].[Si:3]([O:10][C@@H:11]1[C:15](=O)[N:14]([C:17]([O:19][C:20]([CH3:23])([CH3:22])[CH3:21])=[O:18])[C@H:13]([C:24]([O:26][CH3:27])=[O:25])[CH2:12]1)([C:6]([CH3:9])([CH3:8])[CH3:7])([CH3:5])[CH3:4].N1C=CC=C[CH:29]=1. (6) Given the product [CH3:1][NH:2][CH2:8][CH2:7][CH2:6][CH2:5][CH2:4][C:3]([OH:9])=[O:10], predict the reactants needed to synthesize it. The reactants are: [CH3:1][N:2]1[CH2:8][CH2:7][CH2:6][CH2:5][CH2:4][C:3]1=[O:9].[OH-:10].[Ba+2].[OH-].